Task: Predict the product of the given reaction.. Dataset: Forward reaction prediction with 1.9M reactions from USPTO patents (1976-2016) The product is: [Br:1][C:2]1[CH:3]=[N:4][C:5]([F:13])=[C:6]([CH:11]=1)[C:7]([O:9][CH3:10])=[O:8]. Given the reactants [Br:1][C:2]1[CH:3]=[N:4][C:5](Cl)=[C:6]([CH:11]=1)[C:7]([O:9][CH3:10])=[O:8].[F-:13].[Cs+], predict the reaction product.